This data is from Full USPTO retrosynthesis dataset with 1.9M reactions from patents (1976-2016). The task is: Predict the reactants needed to synthesize the given product. (1) Given the product [F:37][C:34]([F:35])([F:36])[C:31]1[CH:32]=[CH:33][C:28]([C:26]2[S:27][C:23]([CH:14]([S:13][C:10]3[CH:11]=[CH:12][C:7]([O:6][CH2:5][C:4]([OH:40])=[O:3])=[C:8]([CH3:39])[CH:9]=3)[CH2:15][CH2:16][C:17]3[CH:18]=[CH:19][CH:20]=[CH:21][CH:22]=3)=[C:24]([CH3:38])[N:25]=2)=[CH:29][CH:30]=1, predict the reactants needed to synthesize it. The reactants are: C([O:3][C:4](=[O:40])[CH2:5][O:6][C:7]1[CH:12]=[CH:11][C:10]([S:13][CH:14]([C:23]2[S:27][C:26]([C:28]3[CH:33]=[CH:32][C:31]([C:34]([F:37])([F:36])[F:35])=[CH:30][CH:29]=3)=[N:25][C:24]=2[CH3:38])[CH2:15][CH2:16][C:17]2[CH:22]=[CH:21][CH:20]=[CH:19][CH:18]=2)=[CH:9][C:8]=1[CH3:39])C.[OH-].[Na+].Cl. (2) Given the product [F:1][C:2]1[CH:9]=[CH:8][C:5](/[CH:6]=[CH:13]/[S:14]([CH2:17][S:18](/[CH:21]=[CH:22]/[C:5]2[CH:8]=[CH:9][C:2]([F:1])=[CH:3][CH:4]=2)(=[O:20])=[O:19])(=[O:16])=[O:15])=[CH:4][CH:3]=1, predict the reactants needed to synthesize it. The reactants are: [F:1][C:2]1[CH:9]=[CH:8][C:5]([CH:6]=O)=[CH:4][CH:3]=1.C([CH2:13][S:14]([CH2:17][S:18]([CH2:21][C:22](O)=O)(=[O:20])=[O:19])(=[O:16])=[O:15])(O)=O. (3) Given the product [CH3:35][C:34]1[CH:33]=[C:32]([CH3:36])[NH:31][C:30](=[O:37])[C:29]=1[CH2:28][NH:27][C:24]([C:13]1[C:14]2[C:15]([CH3:23])=[CH:16][N:17]([CH:20]([CH3:21])[CH3:22])[C:18]=2[CH:19]=[C:11]([N:8]2[CH2:9][CH2:10][CH:5]([CH2:4][N:2]([CH3:1])[CH3:3])[CH2:6][CH2:7]2)[CH:12]=1)=[O:25], predict the reactants needed to synthesize it. The reactants are: [CH3:1][N:2]([CH2:4][CH:5]1[CH2:10][CH2:9][N:8]([C:11]2[CH:12]=[C:13]([C:24](O)=[O:25])[C:14]3[C:15]([CH3:23])=[CH:16][N:17]([CH:20]([CH3:22])[CH3:21])[C:18]=3[CH:19]=2)[CH2:7][CH2:6]1)[CH3:3].[NH2:27][CH2:28][C:29]1[C:30](=[O:37])[NH:31][C:32]([CH3:36])=[CH:33][C:34]=1[CH3:35].CN1CCOCC1.ON1C2N=CC=CC=2N=N1.C(Cl)CCl.